This data is from NCI-60 drug combinations with 297,098 pairs across 59 cell lines. The task is: Regression. Given two drug SMILES strings and cell line genomic features, predict the synergy score measuring deviation from expected non-interaction effect. Drug 1: CC(CN1CC(=O)NC(=O)C1)N2CC(=O)NC(=O)C2. Drug 2: CC(C)(C#N)C1=CC(=CC(=C1)CN2C=NC=N2)C(C)(C)C#N. Cell line: SK-MEL-2. Synergy scores: CSS=16.9, Synergy_ZIP=-5.65, Synergy_Bliss=-6.73, Synergy_Loewe=-5.67, Synergy_HSA=-5.64.